Task: Predict the product of the given reaction.. Dataset: Forward reaction prediction with 1.9M reactions from USPTO patents (1976-2016) (1) Given the reactants C[O:2][C:3]([C:5]1[CH:6]=[C:7]([C:21]2[CH:26]=[C:25]([F:27])[CH:24]=[CH:23][C:22]=2[O:28]C)[C:8]([O:13]CC2C=CC=CC=2)=[C:9]([CH:11]=O)[CH:10]=1)=[O:4].Cl.[NH2:31][C:32]1[CH:33]=[C:34]([CH:38]=[CH:39][C:40]=1[NH2:41])[C:35]([NH2:37])=[NH:36], predict the reaction product. The product is: [C:35]([C:34]1[CH:38]=[CH:39][C:40]2[NH:41][C:11]([C:9]3[CH:10]=[C:5]([C:3]([OH:2])=[O:4])[CH:6]=[C:7]([C:21]4[CH:26]=[C:25]([F:27])[CH:24]=[CH:23][C:22]=4[OH:28])[C:8]=3[OH:13])=[N:31][C:32]=2[CH:33]=1)(=[NH:36])[NH2:37]. (2) Given the reactants [N:1]1([C:6]([O:8][C:9]([CH3:12])([CH3:11])[CH3:10])=[O:7])[CH2:5][CH:4]=[CH:3][CH2:2]1.C1C=C(Cl)C=C(C(OO)=[O:21])C=1, predict the reaction product. The product is: [C:9]([O:8][C:6]([N:1]1[CH2:5][CH:4]2[CH:3]([O:21]2)[CH2:2]1)=[O:7])([CH3:12])([CH3:11])[CH3:10]. (3) Given the reactants [CH:1]1([C:4]2[C:5]([O:18][CH2:19][C@H:20]3[CH2:25][CH2:24][C@H:23]([CH3:26])[CH2:22][CH2:21]3)=[CH:6][C:7]([F:17])=[C:8]([CH:16]=2)[C:9]([O:11]C(C)(C)C)=[O:10])[CH2:3][CH2:2]1.FC(F)(F)C(O)=O, predict the reaction product. The product is: [CH:1]1([C:4]2[C:5]([O:18][CH2:19][C@H:20]3[CH2:25][CH2:24][C@H:23]([CH3:26])[CH2:22][CH2:21]3)=[CH:6][C:7]([F:17])=[C:8]([CH:16]=2)[C:9]([OH:11])=[O:10])[CH2:3][CH2:2]1. (4) Given the reactants C(O[C:4](=[NH:18])[CH:5]1[CH2:10][CH2:9][N:8]([C:11]([O:13][C:14]([CH3:17])([CH3:16])[CH3:15])=[O:12])[CH2:7][CH2:6]1)C.[CH:19]([NH:21][NH2:22])=O, predict the reaction product. The product is: [NH:21]1[CH:19]=[N:18][C:4]([CH:5]2[CH2:6][CH2:7][N:8]([C:11]([O:13][C:14]([CH3:15])([CH3:16])[CH3:17])=[O:12])[CH2:9][CH2:10]2)=[N:22]1.